From a dataset of Catalyst prediction with 721,799 reactions and 888 catalyst types from USPTO. Predict which catalyst facilitates the given reaction. Reactant: [C:1]([O:5][C:6]([N:8]([CH:13]1[CH2:15][CH2:14]1)[CH2:9][C:10]([OH:12])=O)=[O:7])([CH3:4])([CH3:3])[CH3:2].[F:16][C:17]([F:33])([F:32])[C:18]1[CH:23]=[CH:22][C:21]([C:24]2[CH:29]=[CH:28][CH:27]=[C:26]([CH2:30][NH2:31])[CH:25]=2)=[CH:20][CH:19]=1.O.ON1C2C=CC=CC=2N=N1.C(N(CC)C(C)C)(C)C.C1CN(C(ON2N=NC3C2=CC=CC=3)=[N+]2CCCC2)CC1.F[P-](F)(F)(F)(F)F. Product: [CH:13]1([N:8]([CH2:9][C:10](=[O:12])[NH:31][CH2:30][C:26]2[CH:25]=[C:24]([C:21]3[CH:22]=[CH:23][C:18]([C:17]([F:16])([F:32])[F:33])=[CH:19][CH:20]=3)[CH:29]=[CH:28][CH:27]=2)[C:6](=[O:7])[O:5][C:1]([CH3:2])([CH3:3])[CH3:4])[CH2:15][CH2:14]1. The catalyst class is: 39.